Binary Classification. Given a miRNA mature sequence and a target amino acid sequence, predict their likelihood of interaction. From a dataset of Experimentally validated miRNA-target interactions with 360,000+ pairs, plus equal number of negative samples. (1) Result: 0 (no interaction). The miRNA is hsa-miR-4734 with sequence GCUGCGGGCUGCGGUCAGGGCG. The protein sequence of the target gene is MAGQPGHMPHGGSSNNLCHTLGPVHPPDPQRHPNTLSFRCSLADFQIEKKIGRGQFSEVYKATCLLDRKTVALKKVQIFEMMDAKARQDCVKEIGLLKQLNHPNIIKYLDSFIEDNELNIVLELADAGDLSQMIKYFKKQKRLIPERTVWKYFVQLCSAVEHMHSRRVMHRDIKPANVFITATGVVKLGDLGLGRFFSSETTAAHSLVGTPYYMSPERIHENGYNFKSDIWSLGCLLYEMAALQSPFYGDKMNLFSLCQKIEQCDYPPLPGEHYSEKLRELVSMCICPDPHQRPDIGYVH.... (2) The miRNA is hsa-miR-6859-3p with sequence UGACCCCCAUGUCGCCUCUGUAG. The protein sequence of the target gene is MAMAPSSSLPQVYPSHVVVAVWEWQDGLGIWHPYSATVCSFIEQHFVRQRGQHFGLGSLAHSIPLGQADPSLAPYIIDLPSWTQFRQNTGTMRSVRRHLFSQNSAPGQGIVWEWLGDDGSWVAYEARICDYLEQQVARGIQVVDLAPLGYNYTVNYATLTQTNKTSSFCRSVRRQVGPVYPVTSDIAVPRQMGLICFCQQCLHGSGTGPVSGRYRHSMTNLPAYPAPQAPHRTTTVSGAHQAFAPYNKPSLSGARSAPRLNTTNPWAAAPPVAGNQSLFHSSLSHLGPQLLPSGPSTSSG.... Result: 0 (no interaction). (3) The miRNA is hsa-miR-4741 with sequence CGGGCUGUCCGGAGGGGUCGGCU. The protein sequence of the target gene is MADRAEMFSLSTFHSLSPPGCRPPQDISLEEFDDEDLSEITDDCGLGLSYDSDHCEKDSLSLGRSEQPHPICSFQDDFQEFEMIDDNEEEDDEDEEEEEEEEEGDGEGQEGGDPGSEAPAPGPLIPSPSVEEPHKHRPTTLRLTTLGAQDSLNNNGGFDLVRPASWQETALCSPAPEALRELPGPLPATDTGPGGAQSPVRPGCDCEGNRPAEPPAPGGTSPSSDPGIEADLRSRSSGGRGGRRSSQELSSPGSDSEDAGGARLGRMISSISETELELSSDGGSSSSGRSSHLTNSIEEA.... Result: 0 (no interaction). (4) The protein sequence of the target gene is MGDLKSGFEEVDGVRLGYLIIKGKQMFALSQVFTDLLKNIPRTTVHKRMDHLKVKKHHCDLEELRKLKAINSIAFHAAKCTLISREDVEALYTSCKTERVLKTKRRRVGRALATKAPPPERAAAASPRPAFWKDKHQLWRGLSGAARPLPISAQSQRPGAAAARPAAHLPQIFSKYPGSHYPEIVRSPCKSSLNYETAQLQGNYVAFHSDPAYFRSLLCSKHPAAAGATCLERFHLVNSFCPPPHHHHHHHHHHHHHHHRAQQPTPSHHPSHHHRPQPHLGSFPESCSSDSESSSYSDHA.... Result: 1 (interaction). The miRNA is mmu-miR-758-3p with sequence UUUGUGACCUGGUCCACUA.